From a dataset of Catalyst prediction with 721,799 reactions and 888 catalyst types from USPTO. Predict which catalyst facilitates the given reaction. (1) Reactant: [NH:1]1[CH2:6][CH2:5][CH:4]([N:7]2[C:11]3[CH:12]=[CH:13][CH:14]=[CH:15][C:10]=3[NH:9][C:8]2=[O:16])[CH2:3][CH2:2]1.[CH3:17][N:18]([CH:20]=O)[CH3:19].[C:22](#[N:24])C. Product: [N:24]1[CH:22]=[C:17]([CH2:11][CH2:10][CH2:15][N:1]2[CH2:2][CH2:3][CH:4]([N:7]3[C:11]4[CH:12]=[CH:13][CH:14]=[CH:15][C:10]=4[NH:9][C:8]3=[O:16])[CH2:5][CH2:6]2)[N:18]2[CH:20]=[CH:4][CH:3]=[CH:2][C:19]=12. The catalyst class is: 13. (2) Reactant: C(OC(=O)[N:7]([CH2:25][C:26]#[N:27])[C:8]1[CH:9]=[N:10][CH:11]=[CH:12][C:13]=1[C:14]1[CH:19]=[CH:18][CH:17]=[CH:16][C:15]=1[O:20][C:21]([F:24])([F:23])[F:22])(C)(C)C.FC(F)(F)C(O)=O. Product: [F:24][C:21]([F:22])([F:23])[O:20][C:15]1[CH:16]=[CH:17][CH:18]=[CH:19][C:14]=1[C:13]1[CH:12]=[CH:11][N:10]=[CH:9][C:8]=1[NH:7][CH2:25][C:26]#[N:27]. The catalyst class is: 2. (3) Reactant: [O:1]=[C:2]1[CH:7]=[C:6]([CH2:8][C:9]2[C:10](=[O:16])[NH:11][C:12](=[S:15])[NH:13][CH:14]=2)[CH:5]=[CH:4][NH:3]1.[OH-].[K+].[CH3:19]I. Product: [CH3:19][S:15][C:12]1[NH:13][CH:14]=[C:9]([CH2:8][C:6]2[CH:5]=[CH:4][NH:3][C:2](=[O:1])[CH:7]=2)[C:10](=[O:16])[N:11]=1. The catalyst class is: 8. (4) Reactant: [O:1]1[CH:5]=[CH:4][CH:3]=[C:2]1[C:6]1[NH:14][C:13]([NH2:15])=[N:12][C:11]2[C:7]=1[N:8]=[CH:9][N:10]=2.[CH:16]1([CH2:22][CH2:23]O)[CH2:21][CH2:20][CH2:19][CH2:18][CH2:17]1.N(C(OC(C)(C)C)=O)=NC(OC(C)(C)C)=O. Product: [CH:16]1([CH2:22][CH2:23][N:10]2[CH:9]=[N:8][C:7]3[C:11]2=[N:12][C:13]([NH2:15])=[N:14][C:6]=3[C:2]2[O:1][CH:5]=[CH:4][CH:3]=2)[CH2:21][CH2:20][CH2:19][CH2:18][CH2:17]1. The catalyst class is: 198. (5) Reactant: [F:1][C:2]1[CH:30]=[CH:29][CH:28]=[CH:27][C:3]=1[CH2:4][N:5]1[C:9]2=[N:10][CH:11]=[CH:12][CH:13]=[C:8]2[C:7]([C:14]2[N:15]=[C:16](I)[C:17]3[C:22]([CH3:24])([CH3:23])[C:21](=[O:25])[NH:20][C:18]=3[N:19]=2)=[N:6]1.[NH:31]1[CH2:36][CH2:35][S:34](=[O:38])(=[O:37])[CH2:33][CH2:32]1. Product: [O:37]=[S:34]1(=[O:38])[CH2:35][CH2:36][N:31]([C:16]2[C:17]3[C:22]([CH3:24])([CH3:23])[C:21](=[O:25])[NH:20][C:18]=3[N:19]=[C:14]([C:7]3[C:8]4[C:9](=[N:10][CH:11]=[CH:12][CH:13]=4)[N:5]([CH2:4][C:3]4[CH:27]=[CH:28][CH:29]=[CH:30][C:2]=4[F:1])[N:6]=3)[N:15]=2)[CH2:32][CH2:33]1. The catalyst class is: 60. (6) Reactant: [F:1][C:2]1([F:8])[CH2:6][CH2:5][C@@H:4]([NH2:7])[CH2:3]1.Cl[C:10]1[N:15]=[C:14]([NH:16][C@@H:17]2[CH2:22][CH2:21][C@H:20]([C:23]([NH2:25])=[O:24])[CH2:19][CH2:18]2)[C:13]([N+:26]([O-:28])=[O:27])=[CH:12][N:11]=1.CCN(C(C)C)C(C)C. Product: [F:1][C:2]1([F:8])[CH2:6][CH2:5][C@@H:4]([NH:7][C:10]2[N:15]=[C:14]([NH:16][C@@H:17]3[CH2:22][CH2:21][C@H:20]([C:23]([NH2:25])=[O:24])[CH2:19][CH2:18]3)[C:13]([N+:26]([O-:28])=[O:27])=[CH:12][N:11]=2)[CH2:3]1. The catalyst class is: 3. (7) The catalyst class is: 9. Product: [CH3:54][O:55][C:56](=[O:73])[C@@H:57]([NH:72][C:51]([C:47]1[CH:48]=[C:49]2[C:44](=[CH:45][CH:46]=1)[NH:43][C:42]([C:40]1[CH:39]=[CH:38][N:37]=[C:36]([NH:35][CH3:34])[N:41]=1)=[CH:50]2)=[O:53])[CH2:58][N:59]([C:66]1[CH:71]=[CH:70][CH:69]=[CH:68][CH:67]=1)[C:60]1[N:61]=[CH:62][CH:63]=[CH:64][N:65]=1. Reactant: F[P-](F)(F)(F)(F)F.C[N+](C)=C(N(C)C)ON1C2N=CC=CC=2N=N1.C(N(C(C)C)CC)(C)C.[CH3:34][NH:35][C:36]1[N:41]=[C:40]([C:42]2[NH:43][C:44]3[C:49]([CH:50]=2)=[CH:48][C:47]([C:51]([OH:53])=O)=[CH:46][CH:45]=3)[CH:39]=[CH:38][N:37]=1.[CH3:54][O:55][C:56](=[O:73])[C@@H:57]([NH2:72])[CH2:58][N:59]([C:66]1[CH:71]=[CH:70][CH:69]=[CH:68][CH:67]=1)[C:60]1[N:65]=[CH:64][CH:63]=[CH:62][N:61]=1.C(=O)([O-])O.[Na+].C(OC(C)C)(=O)C.